Dataset: Peptide-MHC class I binding affinity with 185,985 pairs from IEDB/IMGT. Task: Regression. Given a peptide amino acid sequence and an MHC pseudo amino acid sequence, predict their binding affinity value. This is MHC class I binding data. The peptide sequence is YLKDQQLL. The MHC is HLA-A31:01 with pseudo-sequence HLA-A31:01. The binding affinity (normalized) is 0.0582.